Dataset: Catalyst prediction with 721,799 reactions and 888 catalyst types from USPTO. Task: Predict which catalyst facilitates the given reaction. (1) Reactant: [F:1][C:2]1[CH:7]=[C:6]([F:8])[CH:5]=[CH:4][C:3]=1[NH2:9].N1C=CC=CC=1.[CH2:16]([S:19](Cl)(=[O:21])=[O:20])[CH2:17][CH3:18].O. Product: [F:1][C:2]1[CH:7]=[C:6]([F:8])[CH:5]=[CH:4][C:3]=1[NH:9][S:19]([CH2:16][CH2:17][CH3:18])(=[O:21])=[O:20]. The catalyst class is: 4. (2) Reactant: [N-:1]=[N+:2]=[N-:3].[Na+].[Br:5][C:6]1[CH:23]=[N:22][C:9]2=[N:10][C:11]([N:15]3[CH2:20][CH2:19][N:18]([CH3:21])[CH2:17][CH2:16]3)=[C:12](Cl)[N:13]=[C:8]2[CH:7]=1. Product: [Br:5][C:6]1[CH:23]=[N:22][C:9]2[N:10]=[C:11]([N:15]3[CH2:20][CH2:19][N:18]([CH3:21])[CH2:17][CH2:16]3)[C:12]3[N:1]([N:2]=[N:3][N:13]=3)[C:8]=2[CH:7]=1. The catalyst class is: 14. (3) Reactant: [N:1]1[CH:6]=[CH:5][C:4]([O:7][CH:8]2[CH2:25][CH2:24][C:11]3([CH2:16][CH2:15][N:14](C(OC(C)(C)C)=O)[CH2:13][CH2:12]3)[CH2:10][CH2:9]2)=[CH:3][CH:2]=1.[ClH:26]. Product: [ClH:26].[ClH:26].[N:1]1[CH:2]=[CH:3][C:4]([O:7][CH:8]2[CH2:25][CH2:24][C:11]3([CH2:16][CH2:15][NH:14][CH2:13][CH2:12]3)[CH2:10][CH2:9]2)=[CH:5][CH:6]=1. The catalyst class is: 5. (4) Reactant: [C:1]([O:5][C:6]([N:8]1[CH2:13][CH2:12][C:11](=O)[C:10](=[CH:15]N(C)C)[CH2:9]1)=[O:7])([CH3:4])([CH3:3])[CH3:2].O.Cl.[C:21]([NH2:29])(=[NH:28])[C:22]1[CH:27]=[CH:26][CH:25]=[CH:24][CH:23]=1.[O-]CC.[Na+]. Product: [C:1]([O:5][C:6]([N:8]1[CH2:13][CH2:12][C:11]2[N:28]=[C:21]([C:22]3[CH:27]=[CH:26][CH:25]=[CH:24][CH:23]=3)[N:29]=[CH:15][C:10]=2[CH2:9]1)=[O:7])([CH3:4])([CH3:2])[CH3:3]. The catalyst class is: 8. (5) Reactant: [CH3:1][O:2][C:3]1[CH:4]=[C:5]([OH:12])[CH:6]=[C:7]([N+:9]([O-:11])=[O:10])[CH:8]=1.Cl[CH2:14][CH2:15][O:16][CH2:17][CH2:18][O:19][CH2:20][CH2:21][OH:22].C([O-])([O-])=O.[K+].[K+]. Product: [CH3:1][O:2][C:3]1[CH:4]=[C:5]([CH:6]=[C:7]([N+:9]([O-:11])=[O:10])[CH:8]=1)[O:12][CH2:14][CH2:15][O:16][CH2:17][CH2:18][O:19][CH2:20][CH2:21][OH:22]. The catalyst class is: 21. (6) The catalyst class is: 67. Reactant: [C:1]([C:5]1[C:6]([S:14][C:15]2[N:16](CC3C=CC(OC)=CC=3)[C:17]3[CH:22]=[CH:21][N:20]=[C:19]([NH2:23])[C:18]=3[N:24]=2)=[CH:7][C:8]2[O:12][CH2:11][O:10][C:9]=2[CH:13]=1)([CH3:4])([CH3:3])[CH3:2].CC1C(SC2NC3C=CN=C(N)C=3N=2)=CC2OCOC=2C=1. Product: [C:1]([C:5]1[C:6]([S:14][C:15]2[NH:16][C:17]3[CH:22]=[CH:21][N:20]=[C:19]([NH2:23])[C:18]=3[N:24]=2)=[CH:7][C:8]2[O:12][CH2:11][O:10][C:9]=2[CH:13]=1)([CH3:4])([CH3:2])[CH3:3]. (7) Reactant: C(N(CC)CC)C.[CH3:8][S:9](Cl)(=[O:11])=[O:10].[OH:13][CH:14]([C:42]1[CH:49]=[CH:48][C:45]([C:46]#[N:47])=[CH:44][CH:43]=1)[CH2:15][O:16][CH2:17][C:18]1[N:19]=[CH:20][N:21]([C:23]([C:36]2[CH:41]=[CH:40][CH:39]=[CH:38][CH:37]=2)([C:30]2[CH:35]=[CH:34][CH:33]=[CH:32][CH:31]=2)[C:24]2[CH:29]=[CH:28][CH:27]=[CH:26][CH:25]=2)[CH:22]=1. Product: [CH3:8][S:9]([O:13][CH:14]([C:42]1[CH:43]=[CH:44][C:45]([C:46]#[N:47])=[CH:48][CH:49]=1)[CH2:15][O:16][CH2:17][C:18]1[N:19]=[CH:20][N:21]([C:23]([C:24]2[CH:25]=[CH:26][CH:27]=[CH:28][CH:29]=2)([C:36]2[CH:37]=[CH:38][CH:39]=[CH:40][CH:41]=2)[C:30]2[CH:35]=[CH:34][CH:33]=[CH:32][CH:31]=2)[CH:22]=1)(=[O:11])=[O:10]. The catalyst class is: 4. (8) Reactant: [CH2:1]([N:6]1[C:14]2[N:13]=[CH:12][NH:11][C:10]=2[C:9](=[O:15])[NH:8]/[C:7]/1=[N:16]/[NH2:17])[CH2:2][CH2:3][CH2:4][CH3:5].C1N=CN([C:23](N2C=NC=C2)=[O:24])C=1. Product: [OH:24][C:23]1[N:8]2[C:9](=[O:15])[C:10]3[NH:11][CH:12]=[N:13][C:14]=3[N:6]([CH2:1][CH2:2][CH2:3][CH2:4][CH3:5])[C:7]2=[N:16][N:17]=1. The catalyst class is: 1. (9) Reactant: C1(C(C2C=CC=CC=2)(C2C=CC=CC=2)[N:8]2[CH:12]=[C:11]([CH2:13][CH2:14][C:15]([N:17]3[CH2:22][CH2:21][N:20]([C:23]4[CH:28]=[CH:27][C:26]([N:29]5[CH2:33][C@H:32]([CH2:34][O:35][C:36]6[CH:40]=[CH:39][O:38][N:37]=6)[O:31][C:30]5=[O:41])=[CH:25][C:24]=4[F:42])[CH2:19][CH2:18]3)=[O:16])[N:10]=[CH:9]2)C=CC=CC=1.Cl.C(N(CC)CC)C. Product: [NH:8]1[CH:12]=[C:11]([CH2:13][CH2:14][C:15]([N:17]2[CH2:22][CH2:21][N:20]([C:23]3[CH:28]=[CH:27][C:26]([N:29]4[CH2:33][C@H:32]([CH2:34][O:35][C:36]5[CH:40]=[CH:39][O:38][N:37]=5)[O:31][C:30]4=[O:41])=[CH:25][C:24]=3[F:42])[CH2:19][CH2:18]2)=[O:16])[N:10]=[CH:9]1. The catalyst class is: 357.